Dataset: Forward reaction prediction with 1.9M reactions from USPTO patents (1976-2016). Task: Predict the product of the given reaction. (1) The product is: [Br:1][C:2]1[CH:3]=[C:4]([NH:8][CH:12]([C:11]2[CH:14]=[CH:15][CH:16]=[CH:17][C:10]=2[F:9])[C:22]#[N:23])[CH:5]=[N:6][CH:7]=1. Given the reactants [Br:1][C:2]1[CH:3]=[C:4]([NH2:8])[CH:5]=[N:6][CH:7]=1.[F:9][C:10]1[CH:17]=[CH:16][CH:15]=[CH:14][C:11]=1[CH:12]=O.[Si]([C:22]#[N:23])(C)(C)C, predict the reaction product. (2) Given the reactants [NH2:1][CH2:2][CH:3]1[CH2:8][CH2:7][CH:6]([CH2:9][NH:10][C:11]2[N:16]=[C:15]([C:17]3[S:21][C:20]4[CH:22]=[CH:23][CH:24]=[CH:25][C:19]=4[CH:18]=3)[CH:14]=[CH:13][N:12]=2)[CH2:5][CH2:4]1.[C:26](O[C:26]([O:28][C:29]([CH3:32])([CH3:31])[CH3:30])=[O:27])([O:28][C:29]([CH3:32])([CH3:31])[CH3:30])=[O:27].C(N(CC)CC)C, predict the reaction product. The product is: [C:29]([O:28][C:26](=[O:27])[NH:1][CH2:2][CH:3]1[CH2:8][CH2:7][CH:6]([CH2:9][NH:10][C:11]2[N:16]=[C:15]([C:17]3[S:21][C:20]4[CH:22]=[CH:23][CH:24]=[CH:25][C:19]=4[CH:18]=3)[CH:14]=[CH:13][N:12]=2)[CH2:5][CH2:4]1)([CH3:32])([CH3:31])[CH3:30].